From a dataset of Peptide-MHC class II binding affinity with 134,281 pairs from IEDB. Regression. Given a peptide amino acid sequence and an MHC pseudo amino acid sequence, predict their binding affinity value. This is MHC class II binding data. The peptide sequence is NAAYNAADHAAPEDK. The MHC is DRB1_0901 with pseudo-sequence DRB1_0901. The binding affinity (normalized) is 0.526.